Dataset: Experimentally validated miRNA-target interactions with 360,000+ pairs, plus equal number of negative samples. Task: Binary Classification. Given a miRNA mature sequence and a target amino acid sequence, predict their likelihood of interaction. (1) The miRNA is mmu-miR-455-5p with sequence UAUGUGCCUUUGGACUACAUCG. The protein sequence of the target gene is MNKFQGPVTLKDVIVEFTKEEWKLLTPAQRTLYKDVMLENYSHLVSVGYHVNKPNAVFKLKQGKEPWILEVEFPHRGFPEDLWSIHDLEARYQESQAGNSRNGELTKHQKTHTTEKACECKECGKFFCQKSALIVHQHTHSKGKSYDCDKCGKSFSKNEDLIRHQKIHTRDKTYECKECKKIFYHLSSLSRHLRTHAGEKPYECNQCEKSFYQKPHLTEHQKTHTGEKPFECTECGKFFYVKAYLMVHQKTHTGEKPYECKECGKAFSQKSHLTVHQRMHTGEKPYKCKECGKFFSRNSH.... Result: 0 (no interaction). (2) The miRNA is hsa-miR-519e-5p with sequence UUCUCCAAAAGGGAGCACUUUC. The protein sequence of the target gene is MVPGQAQPQSPEMLLLPLLLPVLGAGSLNKDPSYSLQVQRQVPVPEGLCVIVSCNLSYPRDGWDESTAAYGYWFKGRTSPKTGAPVATNNQSREVEMSTRDRFQLTGDPGKGSCSLVIRDAQREDEAWYFFRVERGSRVRHSFLSNAFFLKVTALTKKPDVYIPETLEPGQPVTVICVFNWAFKKCPAPSFSWTGAALSPRRTRPSTSHFSVLSFTPSPQDHDTDLTCHVDFSRKGVSAQRTVRLRVAYAPKDLIISISHDNTSALELQGNVIYLEVQKGQFLRLLCAADSQPPATLSWV.... Result: 0 (no interaction). (3) The miRNA is mmu-miR-324-3p with sequence CCACUGCCCCAGGUGCUGCU. The protein sequence of the target gene is MAIDRRREAAGSGAGRQPAPAEENGSLPPGDAAASAPLGGRAGSGSSAEIQPLPALHPSGGPHSSCCAATAAPSLLLLDYDGSVLPFLGGLGGGYQKTLVVLTWIPALFIGFSQFSDSFLLDQPDFWCRGAGKGTELAGATVTGRWGDMGNWTSPSATPFSTASWGTTSNRSNSSDTPPLPSPPGKGNNDSNCDCHAWDYGIRTGLIQNVVSKWDLVCDNTWKVHIAKFSLLVGLIFGYLITGCIADWVGRRPVLLFSTIFILIFGLTVALSVNVTMFSTLRFFEGFCLAGIILTLYALR.... Result: 1 (interaction). (4) The miRNA is hsa-miR-5590-3p with sequence AAUAAAGUUCAUGUAUGGCAA. The protein sequence of the target gene is MVKYFLGQSVLRSSWDQVFAAFWQRYPNPYSKHVLTEDIVHREVTPDQKLLSRRLLTKTNRMPRWAERLFPANVAHSVYVLEDSIVDPQNQTMTTFTWNINHARLMVVEERCVYCVNSDNSGWTEIRREAWVSSSLFGVSRAVQEFGLARFKSNVTKTMKGFEYILAKLQGEAPSKTLVETAKEAKEKAKETALAATEKAKDLASKAATKKQQQQQQFV. Result: 1 (interaction). (5) The miRNA is hsa-miR-297 with sequence AUGUAUGUGUGCAUGUGCAUG. The protein sequence of the target gene is MSGIKKQKTENQQKSTNVVYQAHHVSRNKRGQVVGTRGGFRGCTVWLTGLSGAGKTTISFALEEYLVSHAIPCYSLDGDNVRHGLNRNLGFSPGDREENIRRIAEVAKLFADAGLVCITSFISPFAKDRENARKIHESAGLPFFEIFVDAPLNICESRDVKGLYKRARAGEIKGFTGIDSDYEKPETPERVLKTNLSTVSDCVHQVVELLQEQNIVPYTIIKDIHELFVPENKLDHVRAEAETLPSLSITKLDLQWVQVLSEGWATPLKGFMREKEYLQVMHFDTLLDDGVINMSIPIVL.... Result: 1 (interaction). (6) The miRNA is hsa-miR-193b-3p with sequence AACUGGCCCUCAAAGUCCCGCU. The protein sequence of the target gene is MTANRDAALSSHRHPGCAQRPRTPTFASSSQRRSAFGFDDGNFPGLGERSHAPGSRLGARRRAKTARGLRGHRQRGAGAGLSRPGSARAPSPPRPGGPENPGGVLSVELPGLLAQLARSFALLLPVYALGYLGLSFSWVLLALALLAWCRRSRGLKALRLCRALALLEDEERVVRLGVRACDLPAWVHFPDTERAEWLNKTVKHMWPFICQFIEKLFRETIEPAVRGANTHLSTFSFTKVDVGQQPLRINGVKVYTENVDKRQIILDLQISFVGNCEIDLEIKRYFCRAGVKSIQIHGTM.... Result: 1 (interaction).